The task is: Predict the product of the given reaction.. This data is from Forward reaction prediction with 1.9M reactions from USPTO patents (1976-2016). (1) Given the reactants [Cl:1][C:2]1[CH:7]=[CH:6][C:5]([C:8](=O)[CH2:9][CH2:10][C:11]([OH:13])=[O:12])=[CH:4][CH:3]=1.Cl.[O:16]([NH2:18])[CH3:17].C(=O)([O-])[O-].[Na+].[Na+].[CH2:25](O)[CH3:26], predict the reaction product. The product is: [Cl:1][C:2]1[CH:7]=[CH:6][C:5]([C:8](=[N:18][O:16][CH3:17])[CH2:9][CH2:10][C:11]([O:13][CH2:25][CH3:26])=[O:12])=[CH:4][CH:3]=1. (2) Given the reactants C(OC([N:8]1[CH2:13][CH2:12][N:11]([C:14]2[N:19]=[C:18]([C:20]3[CH:25]=[CH:24][N:23]=[C:22]([NH:26][CH:27]4[CH2:32][CH2:31][CH2:30][CH2:29][CH2:28]4)[CH:21]=3)[CH:17]=[C:16]([CH2:33][OH:34])[CH:15]=2)[CH2:10][CH2:9]1)=O)(C)(C)C.C(O)(C(F)(F)F)=O, predict the reaction product. The product is: [CH:27]1([NH:26][C:22]2[CH:21]=[C:20]([C:18]3[CH:17]=[C:16]([CH2:33][OH:34])[CH:15]=[C:14]([N:11]4[CH2:12][CH2:13][NH:8][CH2:9][CH2:10]4)[N:19]=3)[CH:25]=[CH:24][N:23]=2)[CH2:32][CH2:31][CH2:30][CH2:29][CH2:28]1.